From a dataset of NCI-60 drug combinations with 297,098 pairs across 59 cell lines. Regression. Given two drug SMILES strings and cell line genomic features, predict the synergy score measuring deviation from expected non-interaction effect. (1) Drug 1: CCCCC(=O)OCC(=O)C1(CC(C2=C(C1)C(=C3C(=C2O)C(=O)C4=C(C3=O)C=CC=C4OC)O)OC5CC(C(C(O5)C)O)NC(=O)C(F)(F)F)O. Drug 2: C1=NNC2=C1C(=O)NC=N2. Cell line: NCI-H460. Synergy scores: CSS=53.9, Synergy_ZIP=-0.153, Synergy_Bliss=-0.0779, Synergy_Loewe=-9.68, Synergy_HSA=-0.457. (2) Synergy scores: CSS=13.6, Synergy_ZIP=-5.28, Synergy_Bliss=-2.66, Synergy_Loewe=-2.78, Synergy_HSA=-2.71. Drug 1: C1=NC2=C(N1)C(=S)N=C(N2)N. Cell line: A498. Drug 2: CC12CCC3C(C1CCC2O)C(CC4=C3C=CC(=C4)O)CCCCCCCCCS(=O)CCCC(C(F)(F)F)(F)F.